Dataset: CYP2D6 substrate classification data from Carbon-Mangels et al.. Task: Regression/Classification. Given a drug SMILES string, predict its absorption, distribution, metabolism, or excretion properties. Task type varies by dataset: regression for continuous measurements (e.g., permeability, clearance, half-life) or binary classification for categorical outcomes (e.g., BBB penetration, CYP inhibition). Dataset: cyp2d6_substrate_carbonmangels. The result is 0 (non-substrate). The drug is CCC1(c2ccccc2)C(=O)NCNC1=O.